This data is from Full USPTO retrosynthesis dataset with 1.9M reactions from patents (1976-2016). The task is: Predict the reactants needed to synthesize the given product. Given the product [CH2:18]([S:25][C:26]1[CH:27]=[C:28]2[C:29](=[N:30][CH:31]=1)[N:8]([C:6]1[C:5]([O:9][CH3:10])=[CH:4][C:3]([C:11]3[CH:16]=[CH:15][CH:14]=[C:13]([F:17])[CH:12]=3)=[C:2]([Cl:1])[CH:7]=1)[C:35](=[O:36])[CH:34]=[CH:33]2)[C:19]1[CH:20]=[CH:21][CH:22]=[CH:23][CH:24]=1, predict the reactants needed to synthesize it. The reactants are: [Cl:1][C:2]1[CH:7]=[C:6]([NH2:8])[C:5]([O:9][CH3:10])=[CH:4][C:3]=1[C:11]1[CH:16]=[CH:15][CH:14]=[C:13]([F:17])[CH:12]=1.[CH2:18]([S:25][C:26]1[CH:27]=[C:28](/[CH:33]=[CH:34]/[C:35](OCC)=[O:36])[C:29](Cl)=[N:30][CH:31]=1)[C:19]1[CH:24]=[CH:23][CH:22]=[CH:21][CH:20]=1.CC1(C)C2C(=C(P(C3C=CC=CC=3)C3C=CC=CC=3)C=CC=2)OC2C(P(C3C=CC=CC=3)C3C=CC=CC=3)=CC=CC1=2.C(=O)([O-])[O-].[Cs+].[Cs+].